This data is from NCI-60 drug combinations with 297,098 pairs across 59 cell lines. The task is: Regression. Given two drug SMILES strings and cell line genomic features, predict the synergy score measuring deviation from expected non-interaction effect. (1) Drug 1: CCC1=C2CN3C(=CC4=C(C3=O)COC(=O)C4(CC)O)C2=NC5=C1C=C(C=C5)O. Drug 2: CC1=C(C(=O)C2=C(C1=O)N3CC4C(C3(C2COC(=O)N)OC)N4)N. Cell line: HCC-2998. Synergy scores: CSS=35.5, Synergy_ZIP=-6.34, Synergy_Bliss=-6.64, Synergy_Loewe=3.25, Synergy_HSA=4.84. (2) Drug 1: C1CN1P(=S)(N2CC2)N3CC3. Drug 2: C1C(C(OC1N2C=NC3=C2NC=NCC3O)CO)O. Cell line: A498. Synergy scores: CSS=6.16, Synergy_ZIP=-3.02, Synergy_Bliss=-2.68, Synergy_Loewe=-1.88, Synergy_HSA=-2.43.